Dataset: Full USPTO retrosynthesis dataset with 1.9M reactions from patents (1976-2016). Task: Predict the reactants needed to synthesize the given product. (1) Given the product [OH:2][NH:19][C:12](=[NH:13])[O:14][CH2:15][CH2:16][O:17][CH3:18], predict the reactants needed to synthesize it. The reactants are: [Cl-].[OH:2][NH3+].C[O-].[Na+].S(O)(=O)(=O)C.[C:12](=[NH:19])([O:14][CH2:15][CH2:16][O:17][CH3:18])[NH2:13]. (2) Given the product [CH3:14][O:15][C:16]1[CH:17]=[CH:18][C:21]([CH:11]=[CH:10][C:7]2[CH:6]=[CH:5][C:4]([N+:1]([O-:3])=[O:2])=[CH:9][CH:8]=2)=[CH:22][C:23]=1[O:24][CH3:25], predict the reactants needed to synthesize it. The reactants are: [N+:1]([C:4]1[CH:9]=[CH:8][C:7]([CH2:10][C:11](O)=O)=[CH:6][CH:5]=1)([O-:3])=[O:2].[CH3:14][O:15][C:16]1[CH:17]=[C:18]([CH:21]=[CH:22][C:23]=1[O:24][CH3:25])C=O. (3) Given the product [CH3:13][O:14][C:15](=[O:25])[CH:16]=[CH:17][C:18]1[CH:19]=[CH:20][C:21]([C:9]([P:4]([O:5][CH2:6][CH3:7])([O:3][CH2:1][CH3:2])=[O:8])([F:11])[F:10])=[CH:22][CH:23]=1, predict the reactants needed to synthesize it. The reactants are: [CH2:1]([O:3][P:4]([C:9](Br)([F:11])[F:10])(=[O:8])[O:5][CH2:6][CH3:7])[CH3:2].[CH3:13][O:14][C:15](=[O:25])[CH:16]=[CH:17][C:18]1[CH:23]=[CH:22][C:21](I)=[CH:20][CH:19]=1.